From a dataset of Catalyst prediction with 721,799 reactions and 888 catalyst types from USPTO. Predict which catalyst facilitates the given reaction. (1) Reactant: [Cl:1][C:2]1[N:7]=[C:6](Cl)[C:5]([NH2:9])=[CH:4][N:3]=1.CCN(C(C)C)C(C)C.[NH:19]1[CH2:24][CH2:23][O:22][CH2:21][CH:20]1[C:25](O)=[O:26].CS(C)=O. Product: [Cl:1][C:2]1[N:3]=[CH:4][C:5]2[NH:9][C:25](=[O:26])[CH:20]3[CH2:21][O:22][CH2:23][CH2:24][N:19]3[C:6]=2[N:7]=1. The catalyst class is: 6. (2) Reactant: [Cl:1][C:2]1[CH:3]=[C:4]([NH:9][C:10]2[C:19]3[C:14](=[C:15]([S:23]([CH3:26])(=[O:25])=[O:24])[CH:16]=[C:17]([N+:20]([O-])=O)[CH:18]=3)[N:13]=[CH:12][C:11]=2[C:27]#[N:28])[CH:5]=[CH:6][C:7]=1[F:8].O.O.[Sn](Cl)(Cl)(Cl)Cl. Product: [NH2:20][C:17]1[CH:18]=[C:19]2[C:14](=[C:15]([S:23]([CH3:26])(=[O:25])=[O:24])[CH:16]=1)[N:13]=[CH:12][C:11]([C:27]#[N:28])=[C:10]2[NH:9][C:4]1[CH:5]=[CH:6][C:7]([F:8])=[C:2]([Cl:1])[CH:3]=1. The catalyst class is: 14. (3) Reactant: [NH2:1][C@H:2]([CH2:22][C:23]1[CH:28]=[CH:27][C:26]([Cl:29])=[CH:25][CH:24]=1)[C:3]([N:5]1[CH2:10][CH2:9][C:8]([CH:16]2[CH2:21][CH2:20][CH2:19][CH2:18][CH2:17]2)([C:11]([O:13][CH2:14][CH3:15])=[O:12])[CH2:7][CH2:6]1)=[O:4].Cl[C:31](OC1C=CC([N+]([O-])=O)=CC=1)=[O:32].[NH4+].[OH-].[NH2:45][CH2:46][CH2:47][C:48]1[N:52]=[CH:51][NH:50][CH:49]=1.C(O)(=O)CC(CC(O)=O)(C(O)=O)O. Product: [Cl:29][C:26]1[CH:27]=[CH:28][C:23]([CH2:22][C@@H:2]([NH:1][C:31]([NH:45][CH2:46][CH2:47][C:48]2[N:52]=[CH:51][NH:50][CH:49]=2)=[O:32])[C:3]([N:5]2[CH2:10][CH2:9][C:8]([CH:16]3[CH2:21][CH2:20][CH2:19][CH2:18][CH2:17]3)([C:11]([O:13][CH2:14][CH3:15])=[O:12])[CH2:7][CH2:6]2)=[O:4])=[CH:24][CH:25]=1. The catalyst class is: 139. (4) Reactant: [OH:1][CH:2]1[CH2:7][CH2:6][N:5]([CH3:8])[CH2:4][CH2:3]1.CC(C)([O-])C.[K+].F[C:16]1[CH:23]=[CH:22][C:19]([C:20]#[N:21])=[CH:18][C:17]=1[C:24]([F:27])([F:26])[F:25]. Product: [CH3:8][N:5]1[CH2:6][CH2:7][CH:2]([O:1][C:16]2[CH:23]=[CH:22][C:19]([C:20]#[N:21])=[CH:18][C:17]=2[C:24]([F:25])([F:27])[F:26])[CH2:3][CH2:4]1. The catalyst class is: 7. (5) Reactant: [F:1][C:2]([F:24])([F:23])[C:3]1[CH:4]=[C:5]([S:9]([N:12]2[CH2:17][CH2:16][CH2:15][CH2:14][CH:13]2[CH2:18][S:19](O)(=[O:21])=[O:20])(=[O:11])=[O:10])[CH:6]=[CH:7][CH:8]=1.S(Cl)([Cl:27])=O. Product: [F:1][C:2]([F:24])([F:23])[C:3]1[CH:4]=[C:5]([S:9]([N:12]2[CH2:17][CH2:16][CH2:15][CH2:14][CH:13]2[CH2:18][S:19]([Cl:27])(=[O:21])=[O:20])(=[O:11])=[O:10])[CH:6]=[CH:7][CH:8]=1. The catalyst class is: 48. (6) Reactant: [NH2:1][C:2]1[CH:7]=[CH:6][C:5]([Br:8])=[CH:4][N:3]=1.[CH3:9][C:10](=O)[CH2:11][CH2:12][C:13](=O)[CH3:14]. Product: [Br:8][C:5]1[CH:6]=[CH:7][C:2]([N:1]2[C:13]([CH3:14])=[CH:12][CH:11]=[C:10]2[CH3:9])=[N:3][CH:4]=1. The catalyst class is: 11.